Dataset: Forward reaction prediction with 1.9M reactions from USPTO patents (1976-2016). Task: Predict the product of the given reaction. (1) Given the reactants Cl[CH2:2][C:3]1[C:4]2[CH2:5][CH2:6][C:7]([O:25][CH3:26])([C:18]3[CH:23]=[CH:22][CH:21]=[CH:20][C:19]=3[CH3:24])[O:8][C:9]=2[C:10]2[N:14]=[C:13]([CH3:15])[N:12]([CH3:16])[C:11]=2[CH:17]=1.[CH3:27][O-:28].[Na+], predict the reaction product. The product is: [CH3:26][O:25][C:7]1([C:18]2[CH:23]=[CH:22][CH:21]=[CH:20][C:19]=2[CH3:24])[CH2:6][CH2:5][C:4]2[C:3]([CH2:2][O:28][CH3:27])=[CH:17][C:11]3[N:12]([CH3:16])[C:13]([CH3:15])=[N:14][C:10]=3[C:9]=2[O:8]1. (2) Given the reactants Br[C:2]1[C:3]2[C:4]([S:20][C:21]3[CH:26]=[CH:25][C:24]([Cl:27])=[CH:23][CH:22]=3)=[C:5]3[CH:14]([CH2:15][C:16]([O:18]C)=[O:17])[CH2:13][CH2:12][N:6]3[C:7]=2[CH:8]=[C:9]([F:11])[CH:10]=1.[N:28]1[C:37]2[C:32](=[CH:33][C:34](B(O)O)=[CH:35][CH:36]=2)[CH:31]=[CH:30][CH:29]=1, predict the reaction product. The product is: [Cl:27][C:24]1[CH:23]=[CH:22][C:21]([S:20][C:4]2[C:3]3[C:2]([C:34]4[CH:33]=[C:32]5[C:37](=[CH:36][CH:35]=4)[N:28]=[CH:29][CH:30]=[CH:31]5)=[CH:10][C:9]([F:11])=[CH:8][C:7]=3[N:6]3[CH2:12][CH2:13][CH:14]([CH2:15][C:16]([OH:18])=[O:17])[C:5]=23)=[CH:26][CH:25]=1.